From a dataset of Reaction yield outcomes from USPTO patents with 853,638 reactions. Predict the reaction yield, written as a fraction of the theoretical maximum amount of product (1.0 means a 100% yield; for example, 0.34 means a 34% yield). (1) The reactants are [CH2:1]([N:8]1[CH2:12][CH2:11][N:10]([C:13]2[S:14][C:15]([C:19]([OH:21])=O)=[C:16]([CH3:18])[N:17]=2)[C:9]1=[O:22])[C:2]1[CH:7]=[CH:6][CH:5]=CC=1.C1(CCN2CCN(C3SC(C(O)=O)=C(C)N=3)C2=O)CC1.[F:43][C:44]1[CH:51]=[CH:50][C:47]([CH2:48][NH2:49])=[CH:46][CH:45]=1. No catalyst specified. The product is [CH:7]1([CH2:2][CH2:1][N:8]2[CH2:12][CH2:11][N:10]([C:13]3[S:14][C:15]([C:19]([NH:49][CH2:48][C:47]4[CH:50]=[CH:51][C:44]([F:43])=[CH:45][CH:46]=4)=[O:21])=[C:16]([CH3:18])[N:17]=3)[C:9]2=[O:22])[CH2:6][CH2:5]1. The yield is 0.340. (2) The reactants are [CH:1]1[C:9]2[C:8]3[CH:10]=[CH:11][CH:12]=[CH:13][C:7]=3[S:6][C:5]=2[C:4]([C:14]2[CH:15]=[C:16](B3OC(C)(C)C(C)(C)O3)[CH:17]=[CH:18][CH:19]=2)=[CH:3][CH:2]=1.[Br:29][C:30]1[CH:35]=[CH:34][CH:33]=[C:32](Br)[CH:31]=1.C(=O)([O-])[O-].[K+].[K+]. The catalyst is C1(C)C=CC=CC=1.O.C1C=CC([P]([Pd]([P](C2C=CC=CC=2)(C2C=CC=CC=2)C2C=CC=CC=2)([P](C2C=CC=CC=2)(C2C=CC=CC=2)C2C=CC=CC=2)[P](C2C=CC=CC=2)(C2C=CC=CC=2)C2C=CC=CC=2)(C2C=CC=CC=2)C2C=CC=CC=2)=CC=1. The product is [Br:29][C:30]1[CH:31]=[C:32]([C:16]2[CH:17]=[CH:18][CH:19]=[C:14]([C:4]3[C:5]4[S:6][C:7]5[CH:13]=[CH:12][CH:11]=[CH:10][C:8]=5[C:9]=4[CH:1]=[CH:2][CH:3]=3)[CH:15]=2)[CH:33]=[CH:34][CH:35]=1. The yield is 0.790. (3) The reactants are Br[C:2]1[S:3][C:4]([Br:8])=[C:5]([Cl:7])[N:6]=1.O1CCOCC1.[CH3:15][O:16][C:17]1[CH:24]=[CH:23][C:20]([CH2:21][NH2:22])=[CH:19][CH:18]=1. No catalyst specified. The product is [CH3:15][O:16][C:17]1[CH:24]=[CH:23][C:20]([CH2:21][NH:22][C:2]2[S:3][C:4]([Br:8])=[C:5]([Cl:7])[N:6]=2)=[CH:19][CH:18]=1. The yield is 0.800. (4) The reactants are [H-].[Na+].[CH3:3][O:4][C:5]1[CH:14]=[C:13]2[C:8]([CH2:9][CH2:10][CH:11]([C:16]([O:18][CH3:19])=[O:17])[C:12]2=[O:15])=[CH:7][CH:6]=1.[CH3:20]I. The catalyst is C1COCC1. The product is [CH3:3][O:4][C:5]1[CH:14]=[C:13]2[C:8]([CH2:9][CH2:10][C:11]([CH3:20])([C:16]([O:18][CH3:19])=[O:17])[C:12]2=[O:15])=[CH:7][CH:6]=1. The yield is 0.730. (5) The catalyst is CN(C)C=O.C(#N)C.O. The product is [CH3:54][O:53][C:49]1[CH:48]=[C:47]2[C:52](=[CH:51][CH:50]=1)[CH:43]([NH:42][C:40]1[CH:41]=[C:36]([N:59]3[CH2:64][CH2:63][NH:62][CH2:61][CH2:60]3)[CH:37]=[CH:38][C:39]=1[S:55]([CH3:58])(=[O:57])=[O:56])[CH2:44][CH2:45][CH2:46]2. The yield is 0.210. The reactants are COC1C=C2C(=CC=1)C(N)CCC2.FC1C=C(F)C=CC=1S(C)(=O)=O.C(N(C(C)C)CC)(C)C.F[C:36]1[CH:37]=[CH:38][C:39]([S:55]([CH3:58])(=[O:57])=[O:56])=[C:40]([NH:42][CH:43]2[C:52]3[C:47](=[CH:48][C:49]([O:53][CH3:54])=[CH:50][CH:51]=3)[CH2:46][CH2:45][CH2:44]2)[CH:41]=1.[NH:59]1[CH2:64][CH2:63][NH:62][CH2:61][CH2:60]1. (6) The reactants are [CH3:1][C@H:2]1[CH2:7][CH2:6][CH2:5][CH2:4][C@H:3]1[N:8]1[CH2:12][CH2:11][CH2:10][C:9]1=[O:13].Br[CH2:15][C:16]1[C:21]([Cl:22])=[CH:20][C:19]([O:23][CH3:24])=[CH:18][C:17]=1[Cl:25]. No catalyst specified. The product is [Cl:22][C:21]1[CH:20]=[C:19]([O:23][CH3:24])[CH:18]=[C:17]([Cl:25])[C:16]=1[CH2:15][CH:10]1[CH2:11][CH2:12][N:8]([C@@H:3]2[CH2:4][CH2:5][CH2:6][CH2:7][C@@H:2]2[CH3:1])[C:9]1=[O:13]. The yield is 0.630. (7) The yield is 0.520. The catalyst is COCCOC.[Fe](Cl)Cl. The product is [Cl:1][C:2]1[N:7]2[N:10]=[C:9]([C:12]3[CH:13]=[CH:14][C:15]([O:23][CH3:22])=[CH:16][CH:17]=3)[CH:8]=[C:6]2[CH:5]=[CH:4][CH:3]=1. The reactants are [Cl:1][C:2]1[N:7]=[C:6]([CH2:8][C:9]([C:12]2[CH:17]=[CH:16][CH:15]=[CH:14][C:13]=2OC)=[N:10]O)[CH:5]=[CH:4][CH:3]=1.FC(F)(F)[C:22](OC(=O)C(F)(F)F)=[O:23].C(N(CC)CC)C.O.